From a dataset of Forward reaction prediction with 1.9M reactions from USPTO patents (1976-2016). Predict the product of the given reaction. Given the reactants [N:1]1[C:10]2[C:5](=[CH:6][CH:7]=[CH:8][CH:9]=2)[CH:4]=[CH:3][C:2]=1[NH:11][C:12](=[O:20])OC1C=CC=CC=1.[CH:21]1([S:27][C:28]2[C:33]([CH2:34][NH2:35])=[CH:32][CH:31]=[C:30]([C:36]([F:39])([F:38])[F:37])[N:29]=2)[CH2:26][CH2:25][CH2:24][CH2:23][CH2:22]1.C(N(CC)CC)C, predict the reaction product. The product is: [CH:21]1([S:27][C:28]2[C:33]([CH2:34][NH:35][C:12]([NH:11][C:2]3[CH:3]=[CH:4][C:5]4[C:10](=[CH:9][CH:8]=[CH:7][CH:6]=4)[N:1]=3)=[O:20])=[CH:32][CH:31]=[C:30]([C:36]([F:38])([F:39])[F:37])[N:29]=2)[CH2:22][CH2:23][CH2:24][CH2:25][CH2:26]1.